This data is from Reaction yield outcomes from USPTO patents with 853,638 reactions. The task is: Predict the reaction yield, written as a fraction of the theoretical maximum amount of product (1.0 means a 100% yield; for example, 0.34 means a 34% yield). The reactants are [Cl:1][C:2]1[N:10]=[C:9]2[C:5]([N:6]=[CH:7][N:8]2[CH2:11][CH2:12][C:13]([CH3:16])([OH:15])[CH3:14])=[C:4]([N:17]2[CH2:22][CH2:21][O:20][CH2:19][CH2:18]2)[N:3]=1.CN(C)CCN(C)C.C([Li])CCC.CCCCCC.ClCC[I:45]. The catalyst is C1COCC1. The product is [Cl:1][C:2]1[N:10]=[C:9]2[C:5]([N:6]=[C:7]([I:45])[N:8]2[CH2:11][CH2:12][C:13]([CH3:16])([OH:15])[CH3:14])=[C:4]([N:17]2[CH2:22][CH2:21][O:20][CH2:19][CH2:18]2)[N:3]=1. The yield is 0.780.